Dataset: Reaction yield outcomes from USPTO patents with 853,638 reactions. Task: Predict the reaction yield, written as a fraction of the theoretical maximum amount of product (1.0 means a 100% yield; for example, 0.34 means a 34% yield). (1) The reactants are [F:1][C:2]1[CH:7]=[CH:6][C:5]([C:8]2[N:12]=[C:11]([NH2:13])[S:10][N:9]=2)=[CH:4][C:3]=1[C:14]([F:17])([F:16])[F:15].C[Al](C)C.C[O:23][C:24](=O)[C:25]1[CH:30]=[CH:29][C:28]([NH:31][C:32]2[CH:37]=[C:36]([N:38]3[CH2:41][CH2:40][CH2:39]3)[N:35]=[CH:34][N:33]=2)=[CH:27][CH:26]=1. The catalyst is C(Cl)Cl. The product is [N:38]1([C:36]2[N:35]=[CH:34][N:33]=[C:32]([NH:31][C:28]3[CH:29]=[CH:30][C:25]([C:24]([NH:13][C:11]4[S:10][N:9]=[C:8]([C:5]5[CH:6]=[CH:7][C:2]([F:1])=[C:3]([C:14]([F:15])([F:16])[F:17])[CH:4]=5)[N:12]=4)=[O:23])=[CH:26][CH:27]=3)[CH:37]=2)[CH2:39][CH2:40][CH2:41]1. The yield is 0.700. (2) The reactants are [CH2:1]1[CH2:26][O:25][C:3]2([CH2:20][CH2:19][C@@:18]3([CH3:21])[C:5](=[CH:6][CH2:7][C@@H:8]4[C@@H:17]3[CH2:16][CH2:15][C@@:13]3([CH3:14])[C@H:9]4[CH2:10][CH2:11][C@@H:12]3[OH:22])[C:4]2([CH3:24])[CH3:23])[O:2]1.C1C[O:30]CC1. No catalyst specified. The product is [CH2:26]1[CH2:1][O:2][C:3]2([CH2:20][CH2:19][C@@:18]3([CH3:21])[C@@:5]([OH:30])([CH2:6][CH2:7][C@@H:8]4[C@@H:17]3[CH2:16][CH2:15][C@@:13]3([CH3:14])[C@H:9]4[CH2:10][CH2:11][C@@H:12]3[OH:22])[C:4]2([CH3:24])[CH3:23])[O:25]1. The yield is 0.230. (3) The reactants are [Si:1]([O:8][CH2:9][CH2:10][C@H:11]([NH:25][C:26]([N:28]([CH2:30][CH2:31][CH2:32][CH2:33]C=C)[CH3:29])=[O:27])[C:12]([NH:14][C@:15]1([C:20]([O:22][CH2:23][CH3:24])=[O:21])[CH2:17][C@H:16]1[CH:18]=[CH2:19])=[O:13])([C:4]([CH3:7])([CH3:6])[CH3:5])([CH3:3])[CH3:2]. The catalyst is C(Cl)Cl. The product is [Si:1]([O:8][CH2:9][CH2:10][C@@H:11]1[NH:25][C:26](=[O:27])[N:28]([CH3:29])[CH2:30][CH2:31][CH2:32][CH2:33][CH:19]=[CH:18][C@H:16]2[C@@:15]([C:20]([O:22][CH2:23][CH3:24])=[O:21])([CH2:17]2)[NH:14][C:12]1=[O:13])([C:4]([CH3:5])([CH3:7])[CH3:6])([CH3:3])[CH3:2]. The yield is 0.500.